This data is from NCI-60 drug combinations with 297,098 pairs across 59 cell lines. The task is: Regression. Given two drug SMILES strings and cell line genomic features, predict the synergy score measuring deviation from expected non-interaction effect. (1) Drug 1: CN(C)C1=NC(=NC(=N1)N(C)C)N(C)C. Drug 2: CC1C(C(=O)NC(C(=O)N2CCCC2C(=O)N(CC(=O)N(C(C(=O)O1)C(C)C)C)C)C(C)C)NC(=O)C3=C4C(=C(C=C3)C)OC5=C(C(=O)C(=C(C5=N4)C(=O)NC6C(OC(=O)C(N(C(=O)CN(C(=O)C7CCCN7C(=O)C(NC6=O)C(C)C)C)C)C(C)C)C)N)C. Cell line: CAKI-1. Synergy scores: CSS=2.42, Synergy_ZIP=0.647, Synergy_Bliss=2.48, Synergy_Loewe=4.24, Synergy_HSA=3.53. (2) Drug 1: CCC1(CC2CC(C3=C(CCN(C2)C1)C4=CC=CC=C4N3)(C5=C(C=C6C(=C5)C78CCN9C7C(C=CC9)(C(C(C8N6C)(C(=O)OC)O)OC(=O)C)CC)OC)C(=O)OC)O.OS(=O)(=O)O. Drug 2: CCN(CC)CCCC(C)NC1=C2C=C(C=CC2=NC3=C1C=CC(=C3)Cl)OC. Cell line: OVCAR3. Synergy scores: CSS=33.3, Synergy_ZIP=-15.4, Synergy_Bliss=-8.41, Synergy_Loewe=-39.4, Synergy_HSA=-8.54. (3) Drug 1: CC1=C(C=C(C=C1)NC2=NC=CC(=N2)N(C)C3=CC4=NN(C(=C4C=C3)C)C)S(=O)(=O)N.Cl. Drug 2: CS(=O)(=O)C1=CC(=C(C=C1)C(=O)NC2=CC(=C(C=C2)Cl)C3=CC=CC=N3)Cl. Cell line: NCIH23. Synergy scores: CSS=2.17, Synergy_ZIP=-1.38, Synergy_Bliss=0.671, Synergy_Loewe=-0.522, Synergy_HSA=-0.620. (4) Drug 1: C1=CC=C(C=C1)NC(=O)CCCCCCC(=O)NO. Drug 2: CCC1=C2N=C(C=C(N2N=C1)NCC3=C[N+](=CC=C3)[O-])N4CCCCC4CCO. Cell line: HCT116. Synergy scores: CSS=54.1, Synergy_ZIP=-2.80, Synergy_Bliss=-6.06, Synergy_Loewe=-8.05, Synergy_HSA=-3.41. (5) Drug 1: CC(C1=C(C=CC(=C1Cl)F)Cl)OC2=C(N=CC(=C2)C3=CN(N=C3)C4CCNCC4)N. Drug 2: CC1CCC2CC(C(=CC=CC=CC(CC(C(=O)C(C(C(=CC(C(=O)CC(OC(=O)C3CCCCN3C(=O)C(=O)C1(O2)O)C(C)CC4CCC(C(C4)OC)O)C)C)O)OC)C)C)C)OC. Cell line: OVCAR-8. Synergy scores: CSS=22.4, Synergy_ZIP=-3.90, Synergy_Bliss=-0.104, Synergy_Loewe=-8.15, Synergy_HSA=0.0435. (6) Drug 1: COC1=NC(=NC2=C1N=CN2C3C(C(C(O3)CO)O)O)N. Drug 2: C(CC(=O)O)C(=O)CN.Cl. Cell line: SF-539. Synergy scores: CSS=3.43, Synergy_ZIP=2.94, Synergy_Bliss=6.59, Synergy_Loewe=0.0889, Synergy_HSA=1.06. (7) Drug 1: C1CN(CCN1C(=O)CCBr)C(=O)CCBr. Drug 2: C1=NNC2=C1C(=O)NC=N2. Cell line: NCI-H460. Synergy scores: CSS=52.7, Synergy_ZIP=-2.73, Synergy_Bliss=-3.04, Synergy_Loewe=-11.6, Synergy_HSA=-1.08. (8) Drug 1: C1=CC(=CC=C1C#N)C(C2=CC=C(C=C2)C#N)N3C=NC=N3. Drug 2: C1C(C(OC1N2C=C(C(=O)NC2=O)F)CO)O. Cell line: TK-10. Synergy scores: CSS=7.79, Synergy_ZIP=-5.95, Synergy_Bliss=0.911, Synergy_Loewe=-22.6, Synergy_HSA=-7.88. (9) Drug 1: CS(=O)(=O)C1=CC(=C(C=C1)C(=O)NC2=CC(=C(C=C2)Cl)C3=CC=CC=N3)Cl. Drug 2: CC(C)NC(=O)C1=CC=C(C=C1)CNNC.Cl. Cell line: ACHN. Synergy scores: CSS=-0.597, Synergy_ZIP=0.0871, Synergy_Bliss=-2.13, Synergy_Loewe=-4.37, Synergy_HSA=-4.04.